Dataset: Forward reaction prediction with 1.9M reactions from USPTO patents (1976-2016). Task: Predict the product of the given reaction. (1) Given the reactants [C:1]([C:3]1[CH:8]=[CH:7][C:6]([S:9](Cl)(=[O:11])=[O:10])=[CH:5][CH:4]=1)#[N:2].Br.[Br:14][CH2:15][CH2:16][CH2:17][NH2:18].C(N(CC)CC)C, predict the reaction product. The product is: [Br:14][CH2:15][CH2:16][CH2:17][NH:18][S:9]([C:6]1[CH:7]=[CH:8][C:3]([C:1]#[N:2])=[CH:4][CH:5]=1)(=[O:11])=[O:10]. (2) Given the reactants [CH2:1]([O:3][C:4](=[O:17])[CH2:5][C:6]1[C:7]([CH3:16])=[CH:8][N:9]2[C:14]=1[CH:13]=[CH:12][C:11]([F:15])=[CH:10]2)[CH3:2].[CH2:18]([S:20]([NH:23][C:24]1[CH:29]=[CH:28][C:27]([S:30][S:30][C:27]2[CH:26]=[CH:25][C:24]([NH:23][S:20]([CH2:18][CH3:19])(=[O:22])=[O:21])=[CH:29][CH:28]=2)=[CH:26][CH:25]=1)(=[O:22])=[O:21])[CH3:19], predict the reaction product. The product is: [CH2:1]([O:3][C:4](=[O:17])[CH2:5][C:6]1[C:7]([CH3:16])=[C:8]([S:30][C:27]2[CH:26]=[CH:25][C:24]([NH:23][S:20]([CH2:18][CH3:19])(=[O:22])=[O:21])=[CH:29][CH:28]=2)[N:9]2[C:14]=1[CH:13]=[CH:12][C:11]([F:15])=[CH:10]2)[CH3:2].